This data is from Forward reaction prediction with 1.9M reactions from USPTO patents (1976-2016). The task is: Predict the product of the given reaction. (1) Given the reactants C(OC([N:8]1[CH2:23][CH2:22][C:11]2[N:12]([CH3:21])[C:13]3[C:14]([CH3:20])=[CH:15][C:16]([CH3:19])=[CH:17][C:18]=3[C:10]=2[CH2:9]1)=O)(C)(C)C.C(O)(C(F)(F)F)=O.C(Cl)Cl, predict the reaction product. The product is: [CH3:21][N:12]1[C:13]2[C:14]([CH3:20])=[CH:15][C:16]([CH3:19])=[CH:17][C:18]=2[C:10]2[CH2:9][NH:8][CH2:23][CH2:22][C:11]1=2. (2) Given the reactants [C:1]([O:5][C:6]([N:8]([CH3:42])[CH2:9][CH:10]([O:34][Si:35]([C:38]([CH3:41])([CH3:40])[CH3:39])([CH3:37])[CH3:36])[CH2:11][O:12][C:13]1[CH:14]=[C:15]([C:19]2[CH:20]=[C:21]([C:31]([OH:33])=O)[C:22]3[CH:27]=[N:26][N:25]([CH:28]([CH3:30])[CH3:29])[C:23]=3[N:24]=2)[CH:16]=[CH:17][CH:18]=1)=[O:7])([CH3:4])([CH3:3])[CH3:2].[NH2:43][CH2:44][CH:45]1[C:50]([CH3:51])=[CH:49][C:48]([CH3:52])=[N:47][C:46]1=[O:53].C1C=CC2N(O)N=NC=2C=1.CN(C(ON1N=NC2C=CC=NC1=2)=[N+](C)C)C.F[P-](F)(F)(F)(F)F.CCN(CC)CC, predict the reaction product. The product is: [Si:35]([O:34][CH:10]([CH2:11][O:12][C:13]1[CH:18]=[CH:17][CH:16]=[C:15]([C:19]2[N:24]=[C:23]3[N:25]([CH:28]([CH3:29])[CH3:30])[N:26]=[CH:27][C:22]3=[C:21]([C:31](=[O:33])[NH:43][CH2:44][CH:45]3[C:50]([CH3:51])=[CH:49][C:48]([CH3:52])=[N:47][C:46]3=[O:53])[CH:20]=2)[CH:14]=1)[CH2:9][N:8]([CH3:42])[C:6](=[O:7])[O:5][C:1]([CH3:3])([CH3:4])[CH3:2])([C:38]([CH3:39])([CH3:40])[CH3:41])([CH3:36])[CH3:37]. (3) Given the reactants [O:1]=[C:2]1[C:11]2[CH:12]=[CH:13][S:14][C:10]=2[C:9]2[CH:8]=[CH:7][C:6]([C:15]([O:17]C)=[O:16])=[CH:5][C:4]=2[NH:3]1.CO.C1COCC1.[Li+].[OH-], predict the reaction product. The product is: [O:1]=[C:2]1[C:11]2[CH:12]=[CH:13][S:14][C:10]=2[C:9]2[CH:8]=[CH:7][C:6]([C:15]([OH:17])=[O:16])=[CH:5][C:4]=2[NH:3]1. (4) Given the reactants [Br:1]N1C(=O)CCC1=O.[CH3:9][C:10]1([CH3:33])[C:19]2[CH:20]=[CH:21][CH:22]=[C:23]3[C:24]([CH3:32])([CH3:31])[C:25]4[CH:26]=[CH:27][CH:28]=[CH:29][C:30]=4[N:17]([C:18]=23)[C:16]2[CH:15]=[CH:14][CH:13]=[CH:12][C:11]1=2, predict the reaction product. The product is: [Br:1][C:21]1[CH:22]=[C:23]2[C:18]3=[C:19]([C:10]([CH3:33])([CH3:9])[C:11]4[CH:12]=[CH:13][CH:14]=[CH:15][C:16]=4[N:17]3[C:30]3[CH:29]=[CH:28][CH:27]=[CH:26][C:25]=3[C:24]2([CH3:32])[CH3:31])[CH:20]=1. (5) Given the reactants [F:1][C:2]([F:13])([F:12])[C:3]([C:5]1[CH:10]=[CH:9][C:8](F)=[CH:7][CH:6]=1)=[O:4].CCN(C(C)C)C(C)C.Cl.[S:24]1[CH:28]=[CH:27][CH:26]=[C:25]1[S:29]([N:32]1[CH2:37][CH2:36][NH:35][CH2:34][CH2:33]1)(=[O:31])=[O:30], predict the reaction product. The product is: [F:1][C:2]([F:13])([F:12])[C:3]([C:5]1[CH:10]=[CH:9][C:8]([N:35]2[CH2:36][CH2:37][N:32]([S:29]([C:25]3[S:24][CH:28]=[CH:27][CH:26]=3)(=[O:31])=[O:30])[CH2:33][CH2:34]2)=[CH:7][CH:6]=1)=[O:4]. (6) Given the reactants [C:1]1([C:7]2[CH:8]=[C:9]3[C:14](=[N:15][C:16]=2[C:17]2[CH:22]=[CH:21][CH:20]=[CH:19][CH:18]=2)[N:13]=[C:12]([CH2:23][CH2:24][CH2:25][CH2:26][CH2:27][C:28]([O:30][CH2:31][CH3:32])=[O:29])[CH:11]=[CH:10]3)[CH:6]=[CH:5][CH:4]=[CH:3][CH:2]=1, predict the reaction product. The product is: [C:1]1([C:7]2[CH:8]=[C:9]3[C:14](=[N:15][C:16]=2[C:17]2[CH:18]=[CH:19][CH:20]=[CH:21][CH:22]=2)[NH:13][CH:12]([CH2:23][CH2:24][CH2:25][CH2:26][CH2:27][C:28]([O:30][CH2:31][CH3:32])=[O:29])[CH2:11][CH2:10]3)[CH:2]=[CH:3][CH:4]=[CH:5][CH:6]=1. (7) Given the reactants [Cl:1][C:2]1[CH:3]=[CH:4][C:5]2[N:11]([CH2:12][C:13]([CH3:17])([CH3:16])[CH2:14][OH:15])[C:10](=[O:18])[C@@H:9]([CH2:19][C:20](O)=[O:21])[O:8][C@H:7]([C:23]3[CH:28]=[CH:27][CH:26]=[C:25]([O:29][CH3:30])[C:24]=3[O:31][CH3:32])[C:6]=2[CH:33]=1.Cl.[NH2:35][CH2:36][CH2:37][CH2:38][C:39]([O:41][CH3:42])=[O:40].P(C#N)(OCC)(OCC)=O.C(N(CC)CC)C, predict the reaction product. The product is: [Cl:1][C:2]1[CH:3]=[CH:4][C:5]2[N:11]([CH2:12][C:13]([CH3:17])([CH3:16])[CH2:14][OH:15])[C:10](=[O:18])[C@@H:9]([CH2:19][C:20]([NH:35][CH2:36][CH2:37][CH2:38][C:39]([O:41][CH3:42])=[O:40])=[O:21])[O:8][C@H:7]([C:23]3[CH:28]=[CH:27][CH:26]=[C:25]([O:29][CH3:30])[C:24]=3[O:31][CH3:32])[C:6]=2[CH:33]=1. (8) Given the reactants [NH2:1][C:2]1[CH:20]=[CH:19][C:5]2[N:6]([CH2:14][C:15]([F:18])([F:17])[F:16])[CH:7]([C:10]([F:13])([F:12])[F:11])[CH2:8][O:9][C:4]=2[CH:3]=1.[CH3:21][C:22]([CH3:27])([CH3:26])[C:23](Cl)=O.N1C=CC=CC=1.C[CH2:35][O:36]C(C)=O, predict the reaction product. The product is: [F:16][C:15]([F:18])([F:17])[CH2:14][N:6]1[C:5]2[CH:19]=[CH:20][C:2]([NH:1][C:35](=[O:36])[CH2:23][C:22]([CH3:27])([CH3:26])[CH3:21])=[CH:3][C:4]=2[O:9][CH2:8][CH:7]1[C:10]([F:11])([F:12])[F:13].